From a dataset of Reaction yield outcomes from USPTO patents with 853,638 reactions. Predict the reaction yield, written as a fraction of the theoretical maximum amount of product (1.0 means a 100% yield; for example, 0.34 means a 34% yield). (1) The reactants are [C:1]([CH2:3][C:4]1[N:5]=[CH:6][N:7]([C:9]2[CH:14]=[CH:13][C:12]([N:15]3[CH2:19][CH:18]([CH2:20][NH:21][C:22](=[O:24])[CH3:23])[O:17][C:16]3=[O:25])=[CH:11][C:10]=2[F:26])[CH:8]=1)#[N:2].[SH2:27]. The catalyst is CN(C=O)C.C(OCC)(=O)C. The product is [F:26][C:10]1[CH:11]=[C:12]([N:15]2[CH2:19][C@H:18]([CH2:20][NH:21][C:22](=[O:24])[CH3:23])[O:17][C:16]2=[O:25])[CH:13]=[CH:14][C:9]=1[N:7]1[CH:8]=[C:4]([CH2:3][C:1](=[S:27])[NH2:2])[N:5]=[CH:6]1. The yield is 0.460. (2) The reactants are [CH3:1][N:2]1[C:10]2[C:5](=[CH:6][C:7]([OH:11])=[CH:8][CH:9]=2)[CH:4]=[CH:3]1.Br[CH2:13][CH2:14][CH2:15][O:16][C:17]1[CH:18]=[C:19]2[C:23](=[CH:24][CH:25]=1)[C@H:22]([CH2:26][C:27]([O:29][CH2:30][CH3:31])=[O:28])[CH2:21][CH2:20]2.C([O-])([O-])=O.[Cs+].[Cs+]. The catalyst is CN(C=O)C.O. The product is [CH3:1][N:2]1[C:10]2[C:5](=[CH:6][C:7]([O:11][CH2:13][CH2:14][CH2:15][O:16][C:17]3[CH:18]=[C:19]4[C:23](=[CH:24][CH:25]=3)[C@H:22]([CH2:26][C:27]([O:29][CH2:30][CH3:31])=[O:28])[CH2:21][CH2:20]4)=[CH:8][CH:9]=2)[CH:4]=[CH:3]1. The yield is 0.460. (3) The reactants are [F:1][C:2]1[CH:3]=[C:4]([CH:9]2[C:14](=[O:15])[CH2:13][CH2:12][O:11][CH2:10]2)[CH:5]=[C:6]([F:8])[CH:7]=1.[C:16](Cl)([N:18]=[C:19]=[O:20])=[O:17]. No catalyst specified. The product is [F:1][C:2]1[CH:3]=[C:4]([CH:9]2[C:14]3[O:15][C:19](=[O:20])[NH:18][C:16](=[O:17])[C:13]=3[CH2:12][O:11][CH2:10]2)[CH:5]=[C:6]([F:8])[CH:7]=1. The yield is 0.217. (4) The reactants are [CH2:1]([N:8]1[CH2:16][C:15]2[C:10](=[CH:11][CH:12]=[C:13]([C:17](OC)=[O:18])[CH:14]=2)[CH2:9]1)[C:2]1[CH:7]=[CH:6][CH:5]=[CH:4][CH:3]=1.[H-].[Al+3].[Li+].[H-].[H-].[H-]. The catalyst is O1CCCC1. The product is [CH2:1]([N:8]1[CH2:16][C:15]2[C:10](=[CH:11][CH:12]=[C:13]([CH2:17][OH:18])[CH:14]=2)[CH2:9]1)[C:2]1[CH:3]=[CH:4][CH:5]=[CH:6][CH:7]=1. The yield is 0.990. (5) The reactants are [CH3:1][C:2]([C:5]1[CH:10]=[C:9]([C:11](OC)=[O:12])[CH:8]=[CH:7][C:6]=1[C:15]1[CH:20]=[C:19]([O:21][CH3:22])[CH:18]=[CH:17][C:16]=1[F:23])([CH3:4])[CH3:3].C1COCC1.[H-].[H-].[H-].[H-].[Li+].[Al+3].[OH-].[Na+]. No catalyst specified. The product is [CH3:4][C:2]([C:5]1[CH:10]=[C:9]([CH2:11][OH:12])[CH:8]=[CH:7][C:6]=1[C:15]1[CH:20]=[C:19]([O:21][CH3:22])[CH:18]=[CH:17][C:16]=1[F:23])([CH3:1])[CH3:3]. The yield is 0.720. (6) The reactants are [Cl:1][C:2]1[C:3](I)=[CH:4][C:5]([O:23][CH3:24])=[C:6]([CH:22]=1)[C:7]([N:9]1[CH2:14][CH2:13][N:12]([C:15]([O:17][C:18]([CH3:21])([CH3:20])[CH3:19])=[O:16])[CH2:11][CH2:10]1)=[O:8].[C:26]1(B(O)O)[CH:31]=[CH:30][CH:29]=[CH:28][CH:27]=1.C([O-])([O-])=O.[Na+].[Na+]. The catalyst is O1CCOCC1.O.C1C=CC([P]([Pd]([P](C2C=CC=CC=2)(C2C=CC=CC=2)C2C=CC=CC=2)([P](C2C=CC=CC=2)(C2C=CC=CC=2)C2C=CC=CC=2)[P](C2C=CC=CC=2)(C2C=CC=CC=2)C2C=CC=CC=2)(C2C=CC=CC=2)C2C=CC=CC=2)=CC=1. The product is [C:18]([O:17][C:15]([N:12]1[CH2:13][CH2:14][N:9]([C:7]([C:6]2[C:5]([O:23][CH3:24])=[CH:4][C:3]([C:26]3[CH:31]=[CH:30][CH:29]=[CH:28][CH:27]=3)=[C:2]([Cl:1])[CH:22]=2)=[O:8])[CH2:10][CH2:11]1)=[O:16])([CH3:21])([CH3:20])[CH3:19]. The yield is 0.800. (7) The reactants are [C:1]([C:3]1[CH:4]=[C:5]([C:9]2[CH:10]=[CH:11][C:12]3[O:16][C:15]([C:17]4[CH:22]=[CH:21][C:20]([F:23])=[CH:19][CH:18]=4)=[C:14]([C:24]([NH:26][CH3:27])=[O:25])[C:13]=3[CH:28]=2)[CH:6]=[CH:7][CH:8]=1)#[N:2].N[C@@H:30]([CH:33]([CH3:35])[CH3:34])[CH2:31][OH:32]. The catalyst is C1(Cl)C=CC=CC=1.[Cl-].[Zn+2].[Cl-]. The product is [F:23][C:20]1[CH:21]=[CH:22][C:17]([C:15]2[O:16][C:12]3[CH:11]=[CH:10][C:9]([C:5]4[CH:6]=[CH:7][CH:8]=[C:3]([C:1]5[O:32][CH2:31][C@H:30]([CH:33]([CH3:35])[CH3:34])[N:2]=5)[CH:4]=4)=[CH:28][C:13]=3[C:14]=2[C:24]([NH:26][CH3:27])=[O:25])=[CH:18][CH:19]=1. The yield is 0.170.